This data is from Full USPTO retrosynthesis dataset with 1.9M reactions from patents (1976-2016). The task is: Predict the reactants needed to synthesize the given product. (1) The reactants are: [C:1](Cl)(=[O:3])[CH3:2].[CH2:5]([O:7][CH:8]([O:11][CH2:12][CH3:13])[CH2:9][NH2:10])[CH3:6].CCO. Given the product [CH2:5]([O:7][CH:8]([O:11][CH2:12][CH3:13])[CH2:9][NH:10][C:1](=[O:3])[CH3:2])[CH3:6], predict the reactants needed to synthesize it. (2) Given the product [Cl:1][C:2]1[CH:7]=[CH:6][N:5]=[C:4]([NH:8][C:9](=[O:14])[C:10]([CH3:13])([CH3:12])[CH3:11])[CH:3]=1, predict the reactants needed to synthesize it. The reactants are: [Cl:1][C:2]1[CH:7]=[CH:6][N:5]=[C:4]([NH2:8])[CH:3]=1.[C:9](Cl)(=[O:14])[C:10]([CH3:13])([CH3:12])[CH3:11].O. (3) Given the product [N:22]1([CH2:26][CH2:25][NH:24][C:17]([C:4]2[CH:3]=[C:2]([Cl:1])[N:7]=[N:6][C:5]=2[NH:8][C:9]2[CH:14]=[CH:13][C:12]([I:15])=[CH:11][C:10]=2[F:16])=[O:19])[CH2:23][CH2:36][O:35][CH2:34][CH2:20]1, predict the reactants needed to synthesize it. The reactants are: [Cl:1][C:2]1[N:7]=[N:6][C:5]([NH:8][C:9]2[CH:14]=[CH:13][C:12]([I:15])=[CH:11][C:10]=2[F:16])=[C:4]([C:17]([OH:19])=O)[CH:3]=1.[C:20](N1C=CN=C1)([N:22]1[CH:26]=[CH:25][N:24]=[CH:23]1)=O.N1C[CH2:36][O:35][CH2:34]C1.O.